Dataset: Peptide-MHC class II binding affinity with 134,281 pairs from IEDB. Task: Regression. Given a peptide amino acid sequence and an MHC pseudo amino acid sequence, predict their binding affinity value. This is MHC class II binding data. (1) The peptide sequence is ISDSSGSLRLKGITC. The MHC is DRB1_0101 with pseudo-sequence DRB1_0101. The binding affinity (normalized) is 0.427. (2) The peptide sequence is KYKTFEAAFTVSSKR. The MHC is DRB1_1201 with pseudo-sequence DRB1_1201. The binding affinity (normalized) is 0.260. (3) The peptide sequence is FKVAATAAATAPADD. The MHC is DRB4_0101 with pseudo-sequence DRB4_0103. The binding affinity (normalized) is 0.136. (4) The peptide sequence is ASIAARGWAAHRARA. The MHC is DRB3_0202 with pseudo-sequence DRB3_0202. The binding affinity (normalized) is 0.453. (5) The peptide sequence is ISKTGEQVDLGPVLN. The MHC is DRB1_0101 with pseudo-sequence DRB1_0101. The binding affinity (normalized) is 0.107. (6) The peptide sequence is RNFYFINRLTGYLRN. The MHC is DRB1_0404 with pseudo-sequence DRB1_0404. The binding affinity (normalized) is 0.222. (7) The peptide sequence is FKLLQNSQVYSLIRP. The MHC is DRB1_0901 with pseudo-sequence DRB1_0901. The binding affinity (normalized) is 0.452.